This data is from Forward reaction prediction with 1.9M reactions from USPTO patents (1976-2016). The task is: Predict the product of the given reaction. (1) Given the reactants [CH:1]([OH:10])([C:6]([F:9])([F:8])[F:7])[C:2]([F:5])([F:4])[F:3].[OH-].[K+].Cl[CH3:14], predict the reaction product. The product is: [CH3:14][O:10][CH:1]([C:6]([F:9])([F:8])[F:7])[C:2]([F:5])([F:4])[F:3]. (2) Given the reactants FC(F)(F)C1C=C(NC(=O)NC2C=CC(C3SC(CCC(O)=O)=NC=3)=CC=2)C=CC=1.[C:31]1([NH:37][C:38](=[O:61])[NH:39][C:40]2[CH:45]=[CH:44][C:43]([C:46]3[O:50][C:49]([CH:51]4[CH2:56][CH2:55][CH:54]([C:57]([O:59]C)=[O:58])[CH2:53][CH2:52]4)=[N:48][CH:47]=3)=[CH:42][CH:41]=2)[CH:36]=[CH:35][CH:34]=[CH:33][CH:32]=1, predict the reaction product. The product is: [C:31]1([NH:37][C:38](=[O:61])[NH:39][C:40]2[CH:41]=[CH:42][C:43]([C:46]3[O:50][C:49]([CH:51]4[CH2:52][CH2:53][CH:54]([C:57]([OH:59])=[O:58])[CH2:55][CH2:56]4)=[N:48][CH:47]=3)=[CH:44][CH:45]=2)[CH:32]=[CH:33][CH:34]=[CH:35][CH:36]=1. (3) Given the reactants [CH2:1]([O:3][C:4](=[O:25])/[C:5](=[CH:10]/[C:11]1[CH:16]=[CH:15][C:14]([N:17]2[CH:21]=[C:20]([CH3:22])[N:19]=[CH:18]2)=[C:13]([O:23][CH3:24])[CH:12]=1)/[CH2:6][CH2:7][CH:8]=O)[CH3:2].[N:26]1([C:32]2[CH:33]=[C:34]([CH:38]([NH2:40])[CH3:39])[CH:35]=[CH:36][CH:37]=2)[CH2:31][CH2:30][O:29][CH2:28][CH2:27]1.C(O[BH-](OC(=O)C)OC(=O)C)(=O)C.[Na+].O.C(=O)(O)[O-].[Na+], predict the reaction product. The product is: [CH2:1]([O:3][C:4](=[O:25])/[C:5](=[CH:10]/[C:11]1[CH:16]=[CH:15][C:14]([N:17]2[CH:21]=[C:20]([CH3:22])[N:19]=[CH:18]2)=[C:13]([O:23][CH3:24])[CH:12]=1)/[CH2:6][CH2:7][CH2:8][NH:40][CH:38]([C:34]1[CH:35]=[CH:36][CH:37]=[C:32]([N:26]2[CH2:31][CH2:30][O:29][CH2:28][CH2:27]2)[CH:33]=1)[CH3:39])[CH3:2]. (4) Given the reactants [CH3:1][N:2]1[C:10]2[C:5](=[CH:6][CH:7]=[CH:8][CH:9]=2)[C:4]([C:11]2[N:16]=[C:15]3[C:17]([C:28]([O:30]C)=[O:29])=[CH:18][N:19](COC(=O)C(C)(C)C)[C:14]3=[N:13][CH:12]=2)=[N:3]1.[OH-].[K+], predict the reaction product. The product is: [CH3:1][N:2]1[C:10]2[C:5](=[CH:6][CH:7]=[CH:8][CH:9]=2)[C:4]([C:11]2[N:16]=[C:15]3[C:17]([C:28]([OH:30])=[O:29])=[CH:18][NH:19][C:14]3=[N:13][CH:12]=2)=[N:3]1. (5) Given the reactants [NH2:1][C:2]1[CH:6]=[C:5]([C:7]2[CH:12]=[CH:11][C:10]([F:13])=[C:9]([F:14])[CH:8]=2)[S:4][C:3]=1[C:15]([NH:17][C:18]1([C:24]([O:26]C)=[O:25])[CH2:23][CH2:22][CH2:21][CH2:20][CH2:19]1)=[O:16].[N:28]([C:31]1[C:36]([CH3:37])=[CH:35][C:34]([CH3:38])=[CH:33][C:32]=1[CH3:39])=[C:29]=[O:30].CO, predict the reaction product. The product is: [F:14][C:9]1[CH:8]=[C:7]([C:5]2[S:4][C:3]([C:15]([NH:17][C:18]3([C:24]([OH:26])=[O:25])[CH2:19][CH2:20][CH2:21][CH2:22][CH2:23]3)=[O:16])=[C:2]([NH:1][C:29]([NH:28][C:31]3[C:32]([CH3:39])=[CH:33][C:34]([CH3:38])=[CH:35][C:36]=3[CH3:37])=[O:30])[CH:6]=2)[CH:12]=[CH:11][C:10]=1[F:13]. (6) The product is: [F:12][C:6]1[CH:5]=[CH:4][C:3]([O:2][CH3:1])=[CH:11][C:7]=1[C:8](=[CH:17][C:18]1[CH:23]=[CH:22][CH:21]=[CH:20][CH:19]=1)[C:9]#[N:10]. Given the reactants [CH3:1][O:2][C:3]1[CH:4]=[CH:5][C:6]([F:12])=[C:7]([CH:11]=1)[CH2:8][C:9]#[N:10].[O-]CC.[Na+].[CH:17](=O)[C:18]1[CH:23]=[CH:22][CH:21]=[CH:20][CH:19]=1, predict the reaction product. (7) Given the reactants [Br:1][C:2]1[N:7]2[N:8]=[C:9]([CH2:11][CH3:12])[CH:10]=[C:6]2[CH:5]=[CH:4][CH:3]=1.F[B-](F)(F)F.[O:18]=[N+:19]=[O:20].C(OCC)(=O)C, predict the reaction product. The product is: [Br:1][C:2]1[N:7]2[N:8]=[C:9]([CH2:11][CH3:12])[C:10]([N+:19]([O-:20])=[O:18])=[C:6]2[CH:5]=[CH:4][CH:3]=1. (8) Given the reactants [NH2:1][CH2:2][C:3]1[CH:4]=[N:5][CH:6]=[C:7](Br)[CH:8]=1.CC1(C)C(C)(C)OB([C:18]2[CH:19]=[C:20]3[C:25](=[CH:26][CH:27]=2)[NH:24][C:23](=[O:28])[CH2:22][CH2:21]3)O1, predict the reaction product. The product is: [NH2:1][CH2:2][C:3]1[CH:8]=[C:7]([C:18]2[CH:19]=[C:20]3[C:25](=[CH:26][CH:27]=2)[NH:24][C:23](=[O:28])[CH2:22][CH2:21]3)[CH:6]=[N:5][CH:4]=1.